Regression. Given two drug SMILES strings and cell line genomic features, predict the synergy score measuring deviation from expected non-interaction effect. From a dataset of Merck oncology drug combination screen with 23,052 pairs across 39 cell lines. (1) Drug 1: COc1cccc2c1C(=O)c1c(O)c3c(c(O)c1C2=O)CC(O)(C(=O)CO)CC3OC1CC(N)C(O)C(C)O1. Drug 2: Cn1nnc2c(C(N)=O)ncn2c1=O. Cell line: MDAMB436. Synergy scores: synergy=-13.0. (2) Drug 1: O=S1(=O)NC2(CN1CC(F)(F)F)C1CCC2Cc2cc(C=CCN3CCC(C(F)(F)F)CC3)ccc2C1. Drug 2: CCC1(O)C(=O)OCc2c1cc1n(c2=O)Cc2cc3c(CN(C)C)c(O)ccc3nc2-1. Cell line: UWB1289. Synergy scores: synergy=11.9. (3) Drug 1: O=C(CCCCCCC(=O)Nc1ccccc1)NO. Drug 2: CCc1c2c(nc3ccc(O)cc13)-c1cc3c(c(=O)n1C2)COC(=O)C3(O)CC. Cell line: ZR751. Synergy scores: synergy=0.490. (4) Drug 1: CC1CC2C3CCC4=CC(=O)C=CC4(C)C3(F)C(O)CC2(C)C1(O)C(=O)CO. Drug 2: NC1(c2ccc(-c3nc4ccn5c(=O)[nH]nc5c4cc3-c3ccccc3)cc2)CCC1. Cell line: HCT116. Synergy scores: synergy=15.0. (5) Drug 1: N.N.O=C(O)C1(C(=O)O)CCC1.[Pt]. Drug 2: NC1(c2ccc(-c3nc4ccn5c(=O)[nH]nc5c4cc3-c3ccccc3)cc2)CCC1. Cell line: T47D. Synergy scores: synergy=-43.9.